Dataset: NCI-60 drug combinations with 297,098 pairs across 59 cell lines. Task: Regression. Given two drug SMILES strings and cell line genomic features, predict the synergy score measuring deviation from expected non-interaction effect. (1) Drug 1: C1=CC(=CC=C1CCC2=CNC3=C2C(=O)NC(=N3)N)C(=O)NC(CCC(=O)O)C(=O)O. Drug 2: CN(CC1=CN=C2C(=N1)C(=NC(=N2)N)N)C3=CC=C(C=C3)C(=O)NC(CCC(=O)O)C(=O)O. Cell line: SK-MEL-2. Synergy scores: CSS=23.6, Synergy_ZIP=-1.36, Synergy_Bliss=2.10, Synergy_Loewe=2.22, Synergy_HSA=2.34. (2) Drug 1: C1=NC2=C(N1)C(=S)N=C(N2)N. Drug 2: C1CC(=O)NC(=O)C1N2C(=O)C3=CC=CC=C3C2=O. Cell line: MCF7. Synergy scores: CSS=28.9, Synergy_ZIP=-6.36, Synergy_Bliss=-7.86, Synergy_Loewe=-23.7, Synergy_HSA=-8.29. (3) Drug 1: CN1CCC(CC1)COC2=C(C=C3C(=C2)N=CN=C3NC4=C(C=C(C=C4)Br)F)OC. Drug 2: C1=CC(=C2C(=C1NCCNCCO)C(=O)C3=C(C=CC(=C3C2=O)O)O)NCCNCCO. Cell line: COLO 205. Synergy scores: CSS=36.3, Synergy_ZIP=15.0, Synergy_Bliss=11.1, Synergy_Loewe=-16.4, Synergy_HSA=6.47. (4) Drug 1: CC12CCC(CC1=CCC3C2CCC4(C3CC=C4C5=CN=CC=C5)C)O. Drug 2: C1=NC2=C(N1)C(=S)N=C(N2)N. Cell line: CCRF-CEM. Synergy scores: CSS=40.1, Synergy_ZIP=-0.789, Synergy_Bliss=-3.28, Synergy_Loewe=-14.5, Synergy_HSA=-2.34. (5) Cell line: PC-3. Drug 2: C1C(C(OC1N2C=NC3=C2NC=NCC3O)CO)O. Drug 1: CS(=O)(=O)CCNCC1=CC=C(O1)C2=CC3=C(C=C2)N=CN=C3NC4=CC(=C(C=C4)OCC5=CC(=CC=C5)F)Cl. Synergy scores: CSS=3.87, Synergy_ZIP=-1.42, Synergy_Bliss=-1.96, Synergy_Loewe=-0.641, Synergy_HSA=-2.23. (6) Drug 1: C1=CC(=CC=C1CC(C(=O)O)N)N(CCCl)CCCl.Cl. Drug 2: CC(C1=C(C=CC(=C1Cl)F)Cl)OC2=C(N=CC(=C2)C3=CN(N=C3)C4CCNCC4)N. Cell line: ACHN. Synergy scores: CSS=28.6, Synergy_ZIP=-4.37, Synergy_Bliss=-2.58, Synergy_Loewe=-3.15, Synergy_HSA=-2.80. (7) Drug 1: C1C(C(OC1N2C=NC3=C(N=C(N=C32)Cl)N)CO)O. Drug 2: CCC1(C2=C(COC1=O)C(=O)N3CC4=CC5=C(C=CC(=C5CN(C)C)O)N=C4C3=C2)O.Cl. Cell line: CCRF-CEM. Synergy scores: CSS=74.3, Synergy_ZIP=-4.63, Synergy_Bliss=-7.95, Synergy_Loewe=-9.54, Synergy_HSA=-6.98.